From a dataset of hERG potassium channel inhibition data for cardiac toxicity prediction from Karim et al.. Regression/Classification. Given a drug SMILES string, predict its toxicity properties. Task type varies by dataset: regression for continuous values (e.g., LD50, hERG inhibition percentage) or binary classification for toxic/non-toxic outcomes (e.g., AMES mutagenicity, cardiotoxicity, hepatotoxicity). Dataset: herg_karim. (1) The drug is N[C@H]1Cn2c(nc3cnccc32)C[C@@H]1c1cc(F)c(F)cc1F.O=C(O)C(F)(F)F.O=C(O)C(F)(F)F. The result is 0 (non-blocker). (2) The molecule is CCN[C@H](C)Cc1cccc(C(F)(F)F)c1. The result is 0 (non-blocker). (3) The drug is C[C@@H]1CN(CC(F)F)CCN1c1cc2[nH]c(SC(C)(C)C)nc2cc1Cl. The result is 0 (non-blocker). (4) The molecule is COc1cc(N2CCN(C(=O)C(C)N)CC2)ccc1Nc1ncc(Cl)c(-c2cnc3ccccn23)n1. The result is 1 (blocker). (5) The compound is COc1cc(-n2cnc3cc(-c4ccc(Cl)cc4)sc3c2=O)ccc1OCCN1CC[C@@H](O)C1. The result is 1 (blocker). (6) The molecule is O=C(c1ccc(C[C@@H]2CC[C@H]([C@H](O)c3ccccc3)N2)cc1)N1CCN(Cc2ncn(CC(F)F)n2)CC1. The result is 0 (non-blocker). (7) The molecule is OCCN(CCO)Cc1csc(-c2cn(CC3CCOCC3)c3c(Cl)cccc23)n1. The result is 1 (blocker). (8) The molecule is Cc1ccccc1-c1nc2ccc(-c3ccc(Cl)cc3)cc2c(=O)n1C[C@H]1CCCN(C(C)C)C1. The result is 1 (blocker). (9) The compound is Cc1noc(/C(=C/c2cccc(-n3cc(C(=O)Nc4c(Cl)cncc4Cl)c(=O)c4cccnc43)c2)c2ccc(S(C)(=O)=O)cc2)n1. The result is 1 (blocker). (10) The molecule is CC(CC(C)(CS(=O)(=O)N1CCC(OCc2ccc(Cl)cc2Cl)CC1)N(O)C=O)c1ncc(F)cn1. The result is 1 (blocker).